This data is from Catalyst prediction with 721,799 reactions and 888 catalyst types from USPTO. The task is: Predict which catalyst facilitates the given reaction. (1) Reactant: [CH:1]1[C:13]2[NH:12][C:11]3[C:6](=[CH:7][CH:8]=[CH:9][CH:10]=3)[C:5]=2[CH:4]=[CH:3][CH:2]=1.[Br:14]N1C(=O)CCC1=O.O. Product: [Br:14][C:3]1[CH:2]=[CH:1][C:13]2[NH:12][C:11]3[C:6]([C:5]=2[CH:4]=1)=[CH:7][CH:8]=[CH:9][CH:10]=3. The catalyst class is: 3. (2) Reactant: C([O:3][C:4](=[O:46])[CH2:5][S:6][C:7]1[CH:12]=[C:11]([C:13]2[C:17]3[CH2:18][N:19]([S:22]([CH3:25])(=[O:24])=[O:23])[CH2:20][CH2:21][C:16]=3[N:15]([CH2:26][CH:27]([OH:41])[CH2:28][N:29]3[CH2:34][CH2:33][CH:32]([N:35]4[CH2:39][CH2:38][CH2:37][C:36]4=[O:40])[CH2:31][CH2:30]3)[N:14]=2)[CH:10]=[CH:9][C:8]=1[C:42]([F:45])([F:44])[F:43])C.[OH-].[K+]. Product: [OH:41][CH:27]([CH2:28][N:29]1[CH2:34][CH2:33][CH:32]([N:35]2[CH2:39][CH2:38][CH2:37][C:36]2=[O:40])[CH2:31][CH2:30]1)[CH2:26][N:15]1[C:16]2[CH2:21][CH2:20][N:19]([S:22]([CH3:25])(=[O:24])=[O:23])[CH2:18][C:17]=2[C:13]([C:11]2[CH:10]=[CH:9][C:8]([C:42]([F:44])([F:45])[F:43])=[C:7]([S:6][CH2:5][C:4]([OH:46])=[O:3])[CH:12]=2)=[N:14]1. The catalyst class is: 378. (3) Reactant: [F:1][C:2]([F:11])([F:10])[C:3]1[CH:9]=[CH:8][CH:7]=[CH:6][C:4]=1[NH2:5].F[C:13]1[CH:20]=[CH:19][C:16]([C:17]#[N:18])=[CH:15][CH:14]=1. Product: [NH2:18][CH2:17][C:16]1[CH:19]=[CH:20][C:13]([NH:5][C:4]2[CH:6]=[CH:7][CH:8]=[CH:9][C:3]=2[C:2]([F:10])([F:11])[F:1])=[CH:14][CH:15]=1. The catalyst class is: 181. (4) Reactant: [C:1]([O:5][C:6]([NH:8][C:9]1[S:10][C:11]([CH:19]=O)=[C:12]([C:14]2[O:15][CH:16]=[CH:17][CH:18]=2)[N:13]=1)=[O:7])([CH3:4])([CH3:3])[CH3:2].[NH:21]1[CH2:26][CH2:25][O:24][CH2:23][CH2:22]1.C(O[BH-](OC(=O)C)OC(=O)C)(=O)C.[Na+].O. Product: [C:1]([O:5][C:6]([NH:8][C:9]1[S:10][C:11]([CH2:19][N:21]2[CH2:26][CH2:25][O:24][CH2:23][CH2:22]2)=[C:12]([C:14]2[O:15][CH:16]=[CH:17][CH:18]=2)[N:13]=1)=[O:7])([CH3:2])([CH3:3])[CH3:4]. The catalyst class is: 26. (5) Reactant: [N:1]([C@H:4]1[C@H:8]([F:9])[CH2:7][N:6]([C:10]([O:12][C:13]([CH3:16])([CH3:15])[CH3:14])=[O:11])[CH2:5]1)=[N+]=[N-].C1C=CC(P(C2C=CC=CC=2)C2C=CC=CC=2)=CC=1.O. Product: [NH2:1][C@H:4]1[C@H:8]([F:9])[CH2:7][N:6]([C:10]([O:12][C:13]([CH3:16])([CH3:15])[CH3:14])=[O:11])[CH2:5]1. The catalyst class is: 1.